From a dataset of Reaction yield outcomes from USPTO patents with 853,638 reactions. Predict the reaction yield, written as a fraction of the theoretical maximum amount of product (1.0 means a 100% yield; for example, 0.34 means a 34% yield). (1) The reactants are [Br:1][C:2]1[CH:14]=[CH:13][C:12]2[C:11]3[C:6](=[CH:7][C:8](Br)=[CH:9][CH:10]=3)[C:5]3([C:27]4[CH:26]=[CH:25][CH:24]=[CH:23][C:22]=4[C:21]4[C:16]3=[CH:17][CH:18]=[CH:19][CH:20]=4)[C:4]=2[CH:3]=1.[CH3:28][O:29][C:30]1[CH:31]=[CH:32][C:33](B(O)O)=[C:34]([C:36]2[CH:41]=[CH:40][CH:39]=[CH:38][CH:37]=2)[CH:35]=1.C([O-])([O-])=O.[Na+].[Na+].CCO. The catalyst is C1C=CC([P]([Pd]([P](C2C=CC=CC=2)(C2C=CC=CC=2)C2C=CC=CC=2)([P](C2C=CC=CC=2)(C2C=CC=CC=2)C2C=CC=CC=2)[P](C2C=CC=CC=2)(C2C=CC=CC=2)C2C=CC=CC=2)(C2C=CC=CC=2)C2C=CC=CC=2)=CC=1.C1(C)C=CC=CC=1. The product is [Br:1][C:2]1[CH:14]=[CH:13][C:12]2[C:11]3[C:6](=[CH:7][C:8]([C:33]4[CH:32]=[CH:31][C:30]([O:29][CH3:28])=[CH:35][C:34]=4[C:36]4[CH:41]=[CH:40][CH:39]=[CH:38][CH:37]=4)=[CH:9][CH:10]=3)[C:5]3([C:27]4[CH:26]=[CH:25][CH:24]=[CH:23][C:22]=4[C:21]4[C:16]3=[CH:17][CH:18]=[CH:19][CH:20]=4)[C:4]=2[CH:3]=1. The yield is 0.620. (2) The reactants are [Br:1][C:2]1[CH:3]=[C:4]([CH:6]=[CH:7][CH:8]=1)[NH2:5].[C:9](O[C:9]([O:11][C:12]([CH3:15])([CH3:14])[CH3:13])=[O:10])([O:11][C:12]([CH3:15])([CH3:14])[CH3:13])=[O:10]. The catalyst is ClCCl. The product is [Br:1][C:2]1[CH:3]=[C:4]([NH:5][C:9](=[O:10])[O:11][C:12]([CH3:15])([CH3:14])[CH3:13])[CH:6]=[CH:7][CH:8]=1. The yield is 0.980. (3) The reactants are [CH2:1]([S:8][C:9]1[N:10]=[C:11](Cl)[C:12]2[S:17][C:16]([NH2:18])=[N:15][C:13]=2[N:14]=1)[C:2]1[CH:7]=[CH:6][CH:5]=[CH:4][CH:3]=1.CCN(C(C)C)C(C)C.[CH3:29][NH:30][C@@H:31]([CH2:36][OH:37])[CH2:32][CH:33]([CH3:35])[CH3:34]. The catalyst is CN1C(=O)CCC1. The product is [NH2:18][C:16]1[S:17][C:12]2[C:11]([N:30]([CH3:29])[C@H:31]([CH2:32][CH:33]([CH3:35])[CH3:34])[CH2:36][OH:37])=[N:10][C:9]([S:8][CH2:1][C:2]3[CH:7]=[CH:6][CH:5]=[CH:4][CH:3]=3)=[N:14][C:13]=2[N:15]=1. The yield is 0.720.